Dataset: Catalyst prediction with 721,799 reactions and 888 catalyst types from USPTO. Task: Predict which catalyst facilitates the given reaction. (1) Reactant: C(OC([N:8]1[CH2:13][CH2:12][N:11]([C:14]2[CH:19]=[CH:18][C:17]([NH:20][C:21]([NH:23][C:24]3[N:25]([C:33]4[CH:38]=[CH:37][C:36]([CH3:39])=[CH:35][CH:34]=4)[N:26]=[C:27]([C:29]([CH3:32])([CH3:31])[CH3:30])[CH:28]=3)=[O:22])=[C:16]([CH3:40])[N:15]=2)[CH2:10][CH2:9]1)=O)(C)(C)C.[ClH:41]. Product: [ClH:41].[ClH:41].[C:29]([C:27]1[CH:28]=[C:24]([NH:23][C:21]([NH:20][C:17]2[C:16]([CH3:40])=[N:15][C:14]([N:11]3[CH2:10][CH2:9][NH:8][CH2:13][CH2:12]3)=[CH:19][CH:18]=2)=[O:22])[N:25]([C:33]2[CH:38]=[CH:37][C:36]([CH3:39])=[CH:35][CH:34]=2)[N:26]=1)([CH3:32])([CH3:31])[CH3:30]. The catalyst class is: 5. (2) Reactant: [C:1]([C:5]1[CH:30]=[CH:29][C:8]([C:9]([NH:11][CH:12]2[CH2:17][CH2:16][CH2:15][CH:14]([NH:18][C:19]3[N:27]=[C:26](Cl)[N:25]=[C:24]4[C:20]=3[N:21]=[CH:22][NH:23]4)[CH2:13]2)=[O:10])=[CH:7][CH:6]=1)([CH3:4])([CH3:3])[CH3:2].[CH3:31][N:32]1[CH:36]=[C:35]([NH2:37])[CH:34]=[N:33]1.[Si](Cl)(C)(C)C. Product: [C:1]([C:5]1[CH:30]=[CH:29][C:8]([C:9]([NH:11][CH:12]2[CH2:17][CH2:16][CH2:15][CH:14]([NH:18][C:19]3[N:27]=[C:26]([NH:37][C:35]4[CH:34]=[N:33][N:32]([CH3:31])[CH:36]=4)[N:25]=[C:24]4[C:20]=3[N:21]=[CH:22][NH:23]4)[CH2:13]2)=[O:10])=[CH:7][CH:6]=1)([CH3:4])([CH3:3])[CH3:2]. The catalyst class is: 114. (3) The catalyst class is: 211. Reactant: [O-:1][Mn](=O)(=O)=O.[K+].[CH3:7][N:8]1[C:12]([S:13][CH3:14])=[N:11][N:10]=[C:9]1[C:15]1[CH:16]=[N:17][CH:18]=[CH:19][CH:20]=1.[OH-:21].[Na+].C(Cl)(Cl)Cl. Product: [CH3:7][N:8]1[C:12]([S:13]([CH3:14])(=[O:1])=[O:21])=[N:11][N:10]=[C:9]1[C:15]1[CH:16]=[N:17][CH:18]=[CH:19][CH:20]=1. (4) The catalyst class is: 20. Reactant: C(NC(C)C)(C)C.[Cl:8][C:9]1[CH:16]=[C:15]([N:17]2[C:21](=[O:22])[CH2:20][C@H:19]([OH:23])[C@@H:18]2[CH3:24])[CH:14]=[CH:13][C:10]=1[C:11]#[N:12].Br[CH2:26][C:27]([CH3:29])=[CH2:28].C(O)(=O)C. Product: [Cl:8][C:9]1[CH:16]=[C:15]([N:17]2[C:21](=[O:22])[C@@H:20]([CH2:28][C:27]([CH3:29])=[CH2:26])[C@H:19]([OH:23])[C@@H:18]2[CH3:24])[CH:14]=[CH:13][C:10]=1[C:11]#[N:12]. (5) Reactant: Br[C:2]1[S:3][CH:4]=[CH:5][N:6]=1.CC1(C)C(C)(C)OB([C:15]2[CH:16]=[N:17][NH:18][CH:19]=2)O1.C(=O)([O-])[O-].[Na+].[Na+]. Product: [NH:17]1[CH:16]=[C:15]([C:2]2[S:3][CH:4]=[CH:5][N:6]=2)[CH:19]=[N:18]1. The catalyst class is: 335. (6) Reactant: [Cl:1][C:2]1[CH:11]=[C:10]([OH:12])[C:9]([N+:13]([O-:15])=[O:14])=[CH:8][C:3]=1[C:4]([O:6][CH3:7])=[O:5].I[CH:17]([CH3:19])[CH3:18].C(=O)([O-])[O-].[K+].[K+]. Product: [Cl:1][C:2]1[CH:11]=[C:10]([O:12][CH:17]([CH3:19])[CH3:18])[C:9]([N+:13]([O-:15])=[O:14])=[CH:8][C:3]=1[C:4]([O:6][CH3:7])=[O:5]. The catalyst class is: 131. (7) Reactant: [C:1]([C:3]1[CH:4]=[C:5]([C:9]2[C@:10]3([CH2:26][CH2:25][C@H:24]4[C@@H:15]([CH2:16][CH2:17][C:18]5[CH:19]=[C:20]([C:27]([OH:29])=O)[CH:21]=[CH:22][C:23]=54)[C@@H:12]3[CH2:13][CH:14]=2)[CH3:11])[CH:6]=[N:7][CH:8]=1)#[N:2].C(N1C=CN=C1)([N:32]1C=CN=C1)=O.Cl.N1C=CN=C1.N.Cl. Product: [C:1]([C:3]1[CH:4]=[C:5]([C:9]2[C@:10]3([CH2:26][CH2:25][C@H:24]4[C@@H:15]([CH2:16][CH2:17][C:18]5[CH:19]=[C:20]([C:27]([NH2:32])=[O:29])[CH:21]=[CH:22][C:23]=54)[C@@H:12]3[CH2:13][CH:14]=2)[CH3:11])[CH:6]=[N:7][CH:8]=1)#[N:2]. The catalyst class is: 504. (8) Reactant: [N+:1]([C:4]1[CH:12]=[CH:11][CH:10]=[CH:9][C:5]=1[C:6](O)=[O:7])([O-:3])=[O:2].CN(C)C=O.C(Cl)(=O)C([Cl:21])=O. Product: [N+:1]([C:4]1[CH:12]=[CH:11][CH:10]=[CH:9][C:5]=1[C:6]([Cl:21])=[O:7])([O-:3])=[O:2]. The catalyst class is: 2. (9) Reactant: [Cl:1][C:2]1[CH:35]=[CH:34][C:5]([CH2:6][CH2:7][NH:8][C:9]([C:11]2[CH:33]=[CH:32][C:14]([O:15][C:16]3[CH:21]=[CH:20][C:19]([CH2:22][C:23]([O:25][C:26]([CH3:29])([CH3:28])[CH3:27])=[O:24])=[CH:18][C:17]=3[C:30]#[N:31])=[CH:13][CH:12]=2)=[O:10])=[CH:4][CH:3]=1.CC1C=CC(S([N:46]=[N+:47]=[N-])(=O)=O)=CC=1.C1CCN2C(=NCCC2)CC1. Product: [Cl:1][C:2]1[CH:3]=[CH:4][C:5]([CH2:6][CH2:7][NH:8][C:9]([C:11]2[CH:12]=[CH:13][C:14]([O:15][C:16]3[CH:21]=[CH:20][C:19]([C:22](=[N+:46]=[N-:47])[C:23]([O:25][C:26]([CH3:29])([CH3:28])[CH3:27])=[O:24])=[CH:18][C:17]=3[C:30]#[N:31])=[CH:32][CH:33]=2)=[O:10])=[CH:34][CH:35]=1. The catalyst class is: 10. (10) Reactant: [NH2:1][C:2]1[CH:28]=[CH:27][C:5]([O:6][C:7]2[C:16]3[CH2:15][N:14]([CH2:17][C:18]4[CH:23]=[CH:22][C:21]([O:24][CH3:25])=[CH:20][CH:19]=4)[C:13](=[O:26])[NH:12][C:11]=3[N:10]=[CH:9][CH:8]=2)=[C:4]([F:29])[CH:3]=1.CCN(C(C)C)C(C)C.[Cl:39][C:40]1[CH:41]=[C:42]([N:46]=[C:47]=[O:48])[CH:43]=[CH:44][CH:45]=1. Product: [Cl:39][C:40]1[CH:41]=[C:42]([NH:46][C:47]([NH:1][C:2]2[CH:28]=[CH:27][C:5]([O:6][C:7]3[C:16]4[CH2:15][N:14]([CH2:17][C:18]5[CH:23]=[CH:22][C:21]([O:24][CH3:25])=[CH:20][CH:19]=5)[C:13](=[O:26])[NH:12][C:11]=4[N:10]=[CH:9][CH:8]=3)=[C:4]([F:29])[CH:3]=2)=[O:48])[CH:43]=[CH:44][CH:45]=1. The catalyst class is: 12.